This data is from Reaction yield outcomes from USPTO patents with 853,638 reactions. The task is: Predict the reaction yield, written as a fraction of the theoretical maximum amount of product (1.0 means a 100% yield; for example, 0.34 means a 34% yield). (1) The reactants are C(=O)([O-])[O-].[K+].[K+].C(#N)C.BrCCC[N:14]1[C:18](=[O:19])[C:17]2=[CH:20][CH:21]=[CH:22][CH:23]=[C:16]2[C:15]1=[O:24]. The catalyst is O. The product is [C:15]1(=[O:24])[C:16]2[C:17](=[CH:20][CH:21]=[CH:22][CH:23]=2)[C:18](=[O:19])[NH:14]1. The yield is 0.343. (2) The reactants are [CH3:1][N:2]1[CH2:6][CH2:5][CH2:4][C@:3]1([C:8]1[N:12]2[CH:13]=[C:14](F)[CH:15]=[CH:16][C:11]2=[N:10][N:9]=1)[CH3:7].[NH2:18][C@@H:19]1[C:28]2[C:23](=[CH:24][CH:25]=[CH:26][CH:27]=2)[C@H:22]([OH:29])[CH2:21][CH2:20]1.[H-].[Na+].N. The catalyst is CN(C=O)C.CO.C(Cl)Cl. The product is [CH3:1][N:2]1[CH2:6][CH2:5][CH2:4][C@:3]1([C:8]1[N:12]2[CH:13]=[C:14]([O:29][C@H:22]3[C:23]4[C:28](=[CH:27][CH:26]=[CH:25][CH:24]=4)[C@@H:19]([NH2:18])[CH2:20][CH2:21]3)[CH:15]=[CH:16][C:11]2=[N:10][N:9]=1)[CH3:7]. The yield is 0.750. (3) The reactants are [F:1][C:2]1[CH:30]=[CH:29][CH:28]=[CH:27][C:3]=1[O:4][C:5]1[CH:10]=[CH:9][C:8]([C:11]2[C:19]3[C:14](=[N:15][CH:16]=[N:17][C:18]=3[NH2:20])[N:13]([C@@H:21]3[CH2:26][CH2:25][CH2:24][NH:23][CH2:22]3)[N:12]=2)=[CH:7][CH:6]=1.N1(C(N2C=CN=C2)=O)C=CN=C1.[C:43]([CH2:45][C:46](O)=[O:47])#[N:44]. The catalyst is ClCCl. The product is [NH2:20][C:18]1[N:17]=[CH:16][N:15]=[C:14]2[N:13]([C@@H:21]3[CH2:26][CH2:25][CH2:24][N:23]([C:46](=[O:47])[CH2:45][C:43]#[N:44])[CH2:22]3)[N:12]=[C:11]([C:8]3[CH:7]=[CH:6][C:5]([O:4][C:3]4[CH:27]=[CH:28][CH:29]=[CH:30][C:2]=4[F:1])=[CH:10][CH:9]=3)[C:19]=12. The yield is 0.510. (4) The reactants are [F:1][C:2]1[CH:7]=[CH:6][C:5]([C:8]2[C:12]([CH2:13][NH2:14])=[C:11]([CH3:15])[O:10][N:9]=2)=[CH:4][CH:3]=1.Cl[C:17]1[CH:26]=[CH:25][C:20]([C:21]([O:23][CH3:24])=[O:22])=[CH:19][N:18]=1.C(N(CC)C(C)C)(C)C. The catalyst is CS(C)=O. The product is [CH3:24][O:23][C:21](=[O:22])[C:20]1[CH:25]=[CH:26][C:17]([NH:14][CH2:13][C:12]2[C:8]([C:5]3[CH:4]=[CH:3][C:2]([F:1])=[CH:7][CH:6]=3)=[N:9][O:10][C:11]=2[CH3:15])=[N:18][CH:19]=1. The yield is 0.330.